This data is from Forward reaction prediction with 1.9M reactions from USPTO patents (1976-2016). The task is: Predict the product of the given reaction. The product is: [CH2:1]([N:8]1[CH:12]=[CH:11][CH:10]=[C:9]1[CH:13]([OH:14])[CH:15]([CH3:17])[CH3:16])[C:2]1[CH:3]=[CH:4][CH:5]=[CH:6][CH:7]=1. Given the reactants [CH2:1]([N:8]1[CH:12]=[CH:11][CH:10]=[C:9]1[CH:13]=[O:14])[C:2]1[CH:7]=[CH:6][CH:5]=[CH:4][CH:3]=1.[CH:15]([Mg]Br)([CH3:17])[CH3:16], predict the reaction product.